Dataset: NCI-60 drug combinations with 297,098 pairs across 59 cell lines. Task: Regression. Given two drug SMILES strings and cell line genomic features, predict the synergy score measuring deviation from expected non-interaction effect. (1) Cell line: NCI-H226. Drug 2: CCC1(C2=C(COC1=O)C(=O)N3CC4=CC5=C(C=CC(=C5CN(C)C)O)N=C4C3=C2)O.Cl. Synergy scores: CSS=42.3, Synergy_ZIP=9.59, Synergy_Bliss=8.76, Synergy_Loewe=10.5, Synergy_HSA=13.2. Drug 1: COC1=C(C=C2C(=C1)N=CN=C2NC3=CC(=C(C=C3)F)Cl)OCCCN4CCOCC4. (2) Drug 1: CCCCCOC(=O)NC1=NC(=O)N(C=C1F)C2C(C(C(O2)C)O)O. Drug 2: CCC1(C2=C(COC1=O)C(=O)N3CC4=CC5=C(C=CC(=C5CN(C)C)O)N=C4C3=C2)O.Cl. Cell line: BT-549. Synergy scores: CSS=15.9, Synergy_ZIP=-1.09, Synergy_Bliss=1.68, Synergy_Loewe=-14.8, Synergy_HSA=1.34.